This data is from Full USPTO retrosynthesis dataset with 1.9M reactions from patents (1976-2016). The task is: Predict the reactants needed to synthesize the given product. Given the product [NH2:8][CH2:9][CH2:10][C:11]([C:12]1[C:20]2[C:15](=[CH:16][C:17]([OH:24])=[C:18]([C:21]([OH:23])=[O:22])[CH:19]=2)[N:14]([CH3:25])[C:13]=1[C:26]1[CH:31]=[CH:30][CH:29]=[CH:28][C:27]=1[C:32]([F:35])([F:33])[F:34])=[O:37].[C:36]([OH:42])([C:38]([F:41])([F:40])[F:39])=[O:37], predict the reactants needed to synthesize it. The reactants are: C(OC([NH:8][CH2:9][C:10]#[C:11][C:12]1[C:20]2[C:15](=[CH:16][C:17]([OH:24])=[C:18]([C:21]([OH:23])=[O:22])[CH:19]=2)[N:14]([CH3:25])[C:13]=1[C:26]1[CH:31]=[CH:30][CH:29]=[CH:28][C:27]=1[C:32]([F:35])([F:34])[F:33])=O)(C)(C)C.[C:36]([OH:42])([C:38]([F:41])([F:40])[F:39])=[O:37].